Predict the product of the given reaction. From a dataset of Forward reaction prediction with 1.9M reactions from USPTO patents (1976-2016). (1) Given the reactants C([N:8]1[CH2:13][CH2:12][C:11]([NH:18][C:19]2[CH:24]=[CH:23][CH:22]=[C:21]([N+:25]([O-:27])=[O:26])[CH:20]=2)([C:14]([O:16][CH3:17])=[O:15])[CH2:10][CH2:9]1)C1C=CC=CC=1.C(N(C(C)C)CC)(C)C.[Cl:37]C(OC(Cl)C)=O, predict the reaction product. The product is: [ClH:37].[N+:25]([C:21]1[CH:20]=[C:19]([NH:18][C:11]2([C:14]([O:16][CH3:17])=[O:15])[CH2:10][CH2:9][NH:8][CH2:13][CH2:12]2)[CH:24]=[CH:23][CH:22]=1)([O-:27])=[O:26]. (2) The product is: [C:1]([C:5]1[CH:31]=[CH:30][C:8]([C:9]([NH:11][C:12]2[CH:28]=[C:27]([NH:29][S:34]([CH2:32][CH3:33])(=[O:36])=[O:35])[CH:26]=[CH:25][C:13]=2[C:14]([NH:16][C:17]2[CH:22]=[CH:21][C:20]([O:23][CH3:24])=[CH:19][CH:18]=2)=[O:15])=[O:10])=[CH:7][CH:6]=1)([CH3:4])([CH3:2])[CH3:3]. Given the reactants [C:1]([C:5]1[CH:31]=[CH:30][C:8]([C:9]([NH:11][C:12]2[CH:28]=[C:27]([NH2:29])[CH:26]=[CH:25][C:13]=2[C:14]([NH:16][C:17]2[CH:22]=[CH:21][C:20]([O:23][CH3:24])=[CH:19][CH:18]=2)=[O:15])=[O:10])=[CH:7][CH:6]=1)([CH3:4])([CH3:3])[CH3:2].[CH2:32]([S:34](Cl)(=[O:36])=[O:35])[CH3:33], predict the reaction product. (3) Given the reactants [CH3:1][N:2]([CH2:13][C:14]1[NH:18][C:17]2[CH:19]=[CH:20][CH:21]=[C:22]([C:23](OC)=[O:24])[C:16]=2[N:15]=1)[CH:3]1[C:12]2[N:11]=[CH:10][CH:9]=[CH:8][C:7]=2[CH2:6][CH2:5][CH2:4]1.[H-].[Al+3].[Li+].[H-].[H-].[H-].CC(OI1(OC(C)=O)(OC(C)=O)OC(=O)C2C=CC=CC1=2)=O, predict the reaction product. The product is: [CH3:1][N:2]([CH2:13][C:14]1[NH:18][C:17]2[CH:19]=[CH:20][CH:21]=[C:22]([CH:23]=[O:24])[C:16]=2[N:15]=1)[CH:3]1[C:12]2[N:11]=[CH:10][CH:9]=[CH:8][C:7]=2[CH2:6][CH2:5][CH2:4]1. (4) Given the reactants [C:1]1([C:7]2[C:28]3[C:23](=[CH:24][CH:25]=[CH:26][CH:27]=3)[O:22][C:9]3([CH2:14][CH2:13][N:12](C(OC(C)(C)C)=O)[CH2:11][CH2:10]3)[CH:8]=2)[CH:6]=[CH:5][CH:4]=[CH:3][CH:2]=1.[ClH:29].O1CCOCC1, predict the reaction product. The product is: [ClH:29].[C:1]1([C:7]2[C:28]3[C:23](=[CH:24][CH:25]=[CH:26][CH:27]=3)[O:22][C:9]3([CH2:14][CH2:13][NH:12][CH2:11][CH2:10]3)[CH:8]=2)[CH:2]=[CH:3][CH:4]=[CH:5][CH:6]=1. (5) The product is: [C:12]([C:14]1[CH:15]=[C:16]([NH:17][C:5]2[N:6]=[CH:7][CH:8]=[CH:9][C:4]=2[C:3]([O:2][CH3:1])=[O:11])[CH:18]=[CH:19][C:20]=1[F:21])#[N:13]. Given the reactants [CH3:1][O:2][C:3](=[O:11])[C:4]1[CH:9]=[CH:8][CH:7]=[N:6][C:5]=1F.[C:12]([C:14]1[CH:15]=[C:16]([CH:18]=[CH:19][C:20]=1[F:21])[NH2:17])#[N:13], predict the reaction product. (6) The product is: [Cl:11][C:8]1[CH:9]=[CH:10][C:5]([C:4]([OH:24])=[O:3])=[CH:6][C:7]=1[N:12]1[C:17]([CH3:18])=[CH:16][C:15]([C:19]([F:20])([F:21])[F:22])=[N:14][C:13]1=[O:23]. Given the reactants C([O:3][C:4](=[O:24])[C:5]1[CH:10]=[CH:9][C:8]([Cl:11])=[C:7]([N:12]2[C:17]([CH3:18])=[CH:16][C:15]([C:19]([F:22])([F:21])[F:20])=[N:14][C:13]2=[O:23])[CH:6]=1)C, predict the reaction product. (7) Given the reactants [N+:1]([C:4]1[CH:9]=[CH:8][C:7]([NH2:10])=[C:6]([NH2:11])[CH:5]=1)([O-:3])=[O:2].[C:12]1([CH2:18][C:19](O)=O)[CH:17]=[CH:16][CH:15]=[CH:14][CH:13]=1, predict the reaction product. The product is: [CH2:18]([C:19]1[NH:10][C:7]2[CH:8]=[CH:9][C:4]([N+:1]([O-:3])=[O:2])=[CH:5][C:6]=2[N:11]=1)[C:12]1[CH:17]=[CH:16][CH:15]=[CH:14][CH:13]=1.